Dataset: Peptide-MHC class I binding affinity with 185,985 pairs from IEDB/IMGT. Task: Regression. Given a peptide amino acid sequence and an MHC pseudo amino acid sequence, predict their binding affinity value. This is MHC class I binding data. (1) The peptide sequence is MVHQIFGSA. The MHC is HLA-A30:01 with pseudo-sequence HLA-A30:01. The binding affinity (normalized) is 0.687. (2) The peptide sequence is RPQKRPSCI. The MHC is HLA-B07:02 with pseudo-sequence HLA-B07:02. The binding affinity (normalized) is 0.810.